Dataset: Catalyst prediction with 721,799 reactions and 888 catalyst types from USPTO. Task: Predict which catalyst facilitates the given reaction. Reactant: [Cl:1][C:2]1[C:10]2[O:9][C:8]([F:12])([F:11])[O:7][C:6]=2[CH:5]=[CH:4][CH:3]=1.[Li+].CCC[CH2-].C(O[B:22]1[O:26][C:25]([CH3:28])([CH3:27])[C:24]([CH3:30])([CH3:29])[O:23]1)(C)C.C(OCC)C. Product: [Cl:1][C:2]1[C:10]2[O:9][C:8]([F:12])([F:11])[O:7][C:6]=2[C:5]([B:22]2[O:26][C:25]([CH3:28])([CH3:27])[C:24]([CH3:30])([CH3:29])[O:23]2)=[CH:4][CH:3]=1. The catalyst class is: 7.